The task is: Predict the product of the given reaction.. This data is from Forward reaction prediction with 1.9M reactions from USPTO patents (1976-2016). (1) Given the reactants [CH3:1][N:2]1[C:10](=[O:11])[C:9]2[NH:8][C:7](/[CH:12]=[CH:13]/[C:14]3[CH:19]=[CH:18][CH:17]=[CH:16][CH:15]=3)=[N:6][C:5]=2[N:4]([CH3:20])[C:3]1=[O:21].[H][H], predict the reaction product. The product is: [CH3:1][N:2]1[C:10](=[O:11])[C:9]2[NH:8][C:7]([CH2:12][CH2:13][C:14]3[CH:19]=[CH:18][CH:17]=[CH:16][CH:15]=3)=[N:6][C:5]=2[N:4]([CH3:20])[C:3]1=[O:21]. (2) Given the reactants ClC1[C:7]([I:8])=CC=CN=1.[CH:9]([N-:12][CH:13]([CH3:15])C)([CH3:11])C.[Li+].C([O:19][CH2:20]C)=O.[ClH:22], predict the reaction product. The product is: [Cl:22][C:13]1[N:12]=[CH:9][CH:11]=[C:7]([I:8])[C:15]=1[CH:20]=[O:19]. (3) Given the reactants [CH3:1][C:2](=O)[CH2:3][C:4](=O)[CH3:5].Cl.Cl.[CH2:10]([NH:17][NH2:18])[C:11]1[CH:16]=[CH:15][CH:14]=[CH:13][CH:12]=1.C(N(CC)CC)C, predict the reaction product. The product is: [CH2:10]([N:17]1[C:4]([CH3:5])=[CH:3][C:2]([CH3:1])=[N:18]1)[C:11]1[CH:16]=[CH:15][CH:14]=[CH:13][CH:12]=1. (4) Given the reactants [O:1]([C:4]1[CH:5]=[C:6]([C:16]2[CH:17]=[CH:18][C:19]([N:22]3[CH2:28][CH2:27][CH2:26][N:25]([C:29]4[CH:34]=[CH:33][C:32]([C:35]5[CH:40]=[C:39]([O:41][CH2:42]C)[C:38]([O:44][CH2:45]C)=[C:37]([O:47][CH2:48]C)[CH:36]=5)=[CH:31][N:30]=4)[CH2:24][CH2:23]3)=[N:20][CH:21]=2)[CH:7]=[C:8]([O:13][CH2:14]C)[C:9]=1[O:10][CH2:11]C)[CH2:2]C.[CH3:50][S:51]([OH:54])(=[O:53])=[O:52], predict the reaction product. The product is: [CH3:50][S:51]([OH:54])(=[O:53])=[O:52].[CH3:50][S:51]([OH:54])(=[O:53])=[O:52].[CH3:42][O:41][C:39]1[CH:40]=[C:35]([C:32]2[CH:33]=[CH:34][C:29]([N:25]3[CH2:26][CH2:27][CH2:28][N:22]([C:19]4[CH:18]=[CH:17][C:16]([C:6]5[CH:5]=[C:4]([O:1][CH3:2])[C:9]([O:10][CH3:11])=[C:8]([O:13][CH3:14])[CH:7]=5)=[CH:21][N:20]=4)[CH2:23][CH2:24]3)=[N:30][CH:31]=2)[CH:36]=[C:37]([O:47][CH3:48])[C:38]=1[O:44][CH3:45]. (5) Given the reactants [F:1][C:2]([F:13])([F:12])[C:3](=O)[CH2:4][C:5](=O)[C:6]([F:9])([F:8])[F:7].Cl.[NH:15]([C:17]1[CH:25]=[CH:24][C:20]([C:21]([OH:23])=[O:22])=[CH:19][CH:18]=1)[NH2:16].[CH2:26](O)[CH3:27], predict the reaction product. The product is: [CH2:26]([O:22][C:21](=[O:23])[C:20]1[CH:19]=[CH:18][C:17]([N:15]2[C:3]([C:2]([F:13])([F:12])[F:1])=[CH:4][C:5]([C:6]([F:9])([F:8])[F:7])=[N:16]2)=[CH:25][CH:24]=1)[CH3:27]. (6) Given the reactants [Cl:1][C:2]1[CH:3]=[C:4]([C:8]2[C:17]3[C:12](=[CH:13][CH:14]=[C:15]([C:18]([C:20]4[CH:21]=[C:22]5[C:27](=[CH:28][CH:29]=4)[N:26]=[CH:25][CH:24]=[CH:23]5)=[O:19])[CH:16]=3)[NH:11][C:10](=O)[N:9]=2)[CH:5]=[CH:6][CH:7]=1.P(Cl)(Cl)([Cl:33])=O, predict the reaction product. The product is: [Cl:33][C:10]1[N:9]=[C:8]([C:4]2[CH:5]=[CH:6][CH:7]=[C:2]([Cl:1])[CH:3]=2)[C:17]2[C:12](=[CH:13][CH:14]=[C:15]([C:18]([C:20]3[CH:21]=[C:22]4[C:27](=[CH:28][CH:29]=3)[N:26]=[CH:25][CH:24]=[CH:23]4)=[O:19])[CH:16]=2)[N:11]=1.